The task is: Predict the reaction yield, written as a fraction of the theoretical maximum amount of product (1.0 means a 100% yield; for example, 0.34 means a 34% yield).. This data is from Reaction yield outcomes from USPTO patents with 853,638 reactions. (1) The reactants are C1(C)C=CC(S([O-])(=O)=O)=CC=1.[NH+]1C=CC=CC=1.[O:18]1CCO[CH:19]1[C:23]1[CH:32]=[CH:31][C:30]([O:33][CH3:34])=[C:29]2[C:24]=1[CH2:25][CH2:26][C:27](=[O:47])[N:28]2[CH2:35][C:36]1[CH:37]=[N:38][C:39]([C:42]2[CH:46]=[CH:45][S:44][CH:43]=2)=[CH:40][CH:41]=1. The catalyst is CC(C)=O.O. The product is [CH3:34][O:33][C:30]1[C:29]2[N:28]([CH2:35][C:36]3[CH:37]=[N:38][C:39]([C:42]4[CH:46]=[CH:45][S:44][CH:43]=4)=[CH:40][CH:41]=3)[C:27](=[O:47])[CH2:26][CH2:25][C:24]=2[C:23]([CH:19]=[O:18])=[CH:32][CH:31]=1. The yield is 1.00. (2) The reactants are C[Si]([N-][Si](C)(C)C)(C)C.[Li+].F[C:12]1[C:17]([C:18]2[N:23]=[C:22]([CH3:24])[N:21]=[C:20]([N:25]([CH2:35][C:36]3[CH:41]=[CH:40][C:39]([O:42][CH3:43])=[CH:38][CH:37]=3)[CH2:26][C:27]3[CH:32]=[CH:31][C:30]([O:33][CH3:34])=[CH:29][CH:28]=3)[N:19]=2)=[CH:16][C:15]([C@H:44]([N:46]2[CH2:51][CH2:50][N:49]([S:52]([CH3:55])(=[O:54])=[O:53])[CH2:48][CH2:47]2)[CH3:45])=[CH:14][N:13]=1.[F:56][C:57]1[CH:58]=[C:59]([NH2:65])[CH:60]=[N:61][C:62]=1[O:63][CH3:64]. The catalyst is C1COCC1. The product is [F:56][C:57]1[CH:58]=[C:59]([NH:65][C:12]2[C:17]([C:18]3[N:23]=[C:22]([CH3:24])[N:21]=[C:20]([N:25]([CH2:35][C:36]4[CH:37]=[CH:38][C:39]([O:42][CH3:43])=[CH:40][CH:41]=4)[CH2:26][C:27]4[CH:28]=[CH:29][C:30]([O:33][CH3:34])=[CH:31][CH:32]=4)[N:19]=3)=[CH:16][C:15]([C@H:44]([N:46]3[CH2:47][CH2:48][N:49]([S:52]([CH3:55])(=[O:53])=[O:54])[CH2:50][CH2:51]3)[CH3:45])=[CH:14][N:13]=2)[CH:60]=[N:61][C:62]=1[O:63][CH3:64]. The yield is 0.900.